This data is from Peptide-MHC class II binding affinity with 134,281 pairs from IEDB. The task is: Regression. Given a peptide amino acid sequence and an MHC pseudo amino acid sequence, predict their binding affinity value. This is MHC class II binding data. (1) The MHC is HLA-DQA10301-DQB10302 with pseudo-sequence HLA-DQA10301-DQB10302. The binding affinity (normalized) is 0.178. The peptide sequence is AARFVRRDGRRGGGR. (2) The peptide sequence is YEYKVQQAMSNLVLG. The binding affinity (normalized) is 0.635. The MHC is DRB1_0405 with pseudo-sequence DRB1_0405. (3) The MHC is DRB1_0401 with pseudo-sequence DRB1_0401. The binding affinity (normalized) is 0.355. The peptide sequence is FVLLLSGQITWRDMA. (4) The peptide sequence is FYRRYVRAMDMFDGG. The MHC is H-2-IAd with pseudo-sequence H-2-IAd. The binding affinity (normalized) is 0.585.